This data is from Forward reaction prediction with 1.9M reactions from USPTO patents (1976-2016). The task is: Predict the product of the given reaction. (1) Given the reactants CS(C)=O.C(Cl)(=O)C(Cl)=O.[OH:11][CH2:12][CH2:13][CH2:14][C@@:15]1([C:30]([O:32][CH3:33])=[O:31])[CH2:19][CH2:18][CH2:17][N:16]1[C:20]([O:22][CH2:23][C:24]1[CH:29]=[CH:28][CH:27]=[CH:26][CH:25]=1)=[O:21].C(N(CC)CC)C, predict the reaction product. The product is: [O:11]=[CH:12][CH2:13][CH2:14][C@@:15]1([C:30]([O:32][CH3:33])=[O:31])[CH2:19][CH2:18][CH2:17][N:16]1[C:20]([O:22][CH2:23][C:24]1[CH:25]=[CH:26][CH:27]=[CH:28][CH:29]=1)=[O:21]. (2) Given the reactants FC(F)(F)C(O)=O.[NH2:8][CH2:9][CH2:10][C:11]1[CH:18]=[CH:17][C:14]([C:15]#[N:16])=[C:13]([CH3:19])[CH:12]=1.C(=O)([O-])[O-].[K+].[K+].Br[CH2:27][CH2:28][CH2:29][O:30][CH3:31], predict the reaction product. The product is: [CH3:31][O:30][CH2:29][CH2:28][CH2:27][NH:8][CH2:9][CH2:10][C:11]1[CH:18]=[CH:17][C:14]([C:15]#[N:16])=[C:13]([CH3:19])[CH:12]=1. (3) Given the reactants [CH:1]12[O:7][CH:6]1[CH2:5][CH2:4][CH2:3][C:2]2=O.[O:9]1CCO[CH:10]1[C:14]1[CH:19]=[CH:18][C:17]([C:20](=[S:22])[NH2:21])=[CH:16][CH:15]=1, predict the reaction product. The product is: [OH:7][CH:1]1[C:2]2[S:22][C:20]([C:17]3[CH:18]=[CH:19][C:14]([CH:10]=[O:9])=[CH:15][CH:16]=3)=[N:21][C:3]=2[CH2:4][CH2:5][CH2:6]1. (4) The product is: [C:34]([N:8]1[CH2:9][CH:10]([NH:12][C:13]2[CH:14]=[C:15]3[C:20](=[CH:21][C:22]=2[O:23][CH3:24])[N:19]=[CH:18][N:17]=[C:16]3[NH:25][C:26]2[CH:31]=[CH:30][C:29]([F:32])=[C:28]([Cl:33])[CH:27]=2)[CH2:11]1)(=[O:37])[CH:35]=[CH2:36]. Given the reactants FC(F)(F)C([O-])=O.[NH:8]1[CH2:11][CH:10]([NH:12][C:13]2[CH:14]=[C:15]3[C:20](=[CH:21][C:22]=2[O:23][CH3:24])[N:19]=[CH:18][N:17]=[C:16]3[NH:25][C:26]2[CH:31]=[CH:30][C:29]([F:32])=[C:28]([Cl:33])[CH:27]=2)[CH2:9]1.[C:34](Cl)(=[O:37])[CH:35]=[CH2:36].C([O-])(O)=O.[Na+], predict the reaction product.